From a dataset of NCI-60 drug combinations with 297,098 pairs across 59 cell lines. Regression. Given two drug SMILES strings and cell line genomic features, predict the synergy score measuring deviation from expected non-interaction effect. (1) Drug 1: CN(CC1=CN=C2C(=N1)C(=NC(=N2)N)N)C3=CC=C(C=C3)C(=O)NC(CCC(=O)O)C(=O)O. Drug 2: CCC1(CC2CC(C3=C(CCN(C2)C1)C4=CC=CC=C4N3)(C5=C(C=C6C(=C5)C78CCN9C7C(C=CC9)(C(C(C8N6C=O)(C(=O)OC)O)OC(=O)C)CC)OC)C(=O)OC)O.OS(=O)(=O)O. Cell line: HOP-92. Synergy scores: CSS=8.85, Synergy_ZIP=-8.71, Synergy_Bliss=-8.15, Synergy_Loewe=-8.58, Synergy_HSA=-4.55. (2) Drug 1: C1=C(C(=O)NC(=O)N1)F. Drug 2: CC1=C(C(=CC=C1)Cl)NC(=O)C2=CN=C(S2)NC3=CC(=NC(=N3)C)N4CCN(CC4)CCO. Cell line: TK-10. Synergy scores: CSS=47.2, Synergy_ZIP=0.0680, Synergy_Bliss=-0.603, Synergy_Loewe=2.73, Synergy_HSA=6.11. (3) Drug 1: C1=CC(=CC=C1CC(C(=O)O)N)N(CCCl)CCCl.Cl. Drug 2: CCN(CC)CCNC(=O)C1=C(NC(=C1C)C=C2C3=C(C=CC(=C3)F)NC2=O)C. Cell line: CAKI-1. Synergy scores: CSS=25.7, Synergy_ZIP=-11.0, Synergy_Bliss=-6.10, Synergy_Loewe=-3.96, Synergy_HSA=-2.94. (4) Drug 1: CNC(=O)C1=CC=CC=C1SC2=CC3=C(C=C2)C(=NN3)C=CC4=CC=CC=N4. Drug 2: CNC(=O)C1=NC=CC(=C1)OC2=CC=C(C=C2)NC(=O)NC3=CC(=C(C=C3)Cl)C(F)(F)F. Cell line: OVCAR3. Synergy scores: CSS=3.50, Synergy_ZIP=-1.20, Synergy_Bliss=0.633, Synergy_Loewe=-3.16, Synergy_HSA=-3.41. (5) Drug 1: C1CC(C1)(C(=O)O)C(=O)O.[NH2-].[NH2-].[Pt+2]. Drug 2: C1CN(P(=O)(OC1)NCCCl)CCCl. Cell line: RXF 393. Synergy scores: CSS=-0.759, Synergy_ZIP=-1.03, Synergy_Bliss=-2.90, Synergy_Loewe=-3.67, Synergy_HSA=-3.64. (6) Drug 1: COC1=C(C=C2C(=C1)N=CN=C2NC3=CC(=C(C=C3)F)Cl)OCCCN4CCOCC4. Drug 2: CC1=C(C(CCC1)(C)C)C=CC(=CC=CC(=CC(=O)O)C)C. Cell line: SNB-75. Synergy scores: CSS=26.7, Synergy_ZIP=-3.18, Synergy_Bliss=3.31, Synergy_Loewe=5.71, Synergy_HSA=7.27. (7) Drug 1: CC(C)CN1C=NC2=C1C3=CC=CC=C3N=C2N. Drug 2: C1C(C(OC1N2C=NC(=NC2=O)N)CO)O. Cell line: EKVX. Synergy scores: CSS=-4.76, Synergy_ZIP=4.28, Synergy_Bliss=1.21, Synergy_Loewe=-4.91, Synergy_HSA=-5.73. (8) Drug 1: CC1=C(C=C(C=C1)NC2=NC=CC(=N2)N(C)C3=CC4=NN(C(=C4C=C3)C)C)S(=O)(=O)N.Cl. Drug 2: C1CC(C1)(C(=O)O)C(=O)O.[NH2-].[NH2-].[Pt+2]. Cell line: DU-145. Synergy scores: CSS=44.1, Synergy_ZIP=1.09, Synergy_Bliss=1.13, Synergy_Loewe=-0.224, Synergy_HSA=0.0717. (9) Drug 1: CC12CCC3C(C1CCC2=O)CC(=C)C4=CC(=O)C=CC34C. Drug 2: C1=CC(=CC=C1CCCC(=O)O)N(CCCl)CCCl. Cell line: UO-31. Synergy scores: CSS=43.3, Synergy_ZIP=-1.52, Synergy_Bliss=2.25, Synergy_Loewe=4.61, Synergy_HSA=4.75.